This data is from Forward reaction prediction with 1.9M reactions from USPTO patents (1976-2016). The task is: Predict the product of the given reaction. (1) Given the reactants C([Cl:4])(=O)C.C(OC([N:12]1[CH2:17][CH2:16][CH2:15][CH2:14][CH:13]1[CH2:18][CH2:19][CH2:20][C:21]([O:23][CH3:24])=[O:22])=O)(C)(C)C, predict the reaction product. The product is: [ClH:4].[NH:12]1[CH2:17][CH2:16][CH2:15][CH2:14][CH:13]1[CH2:18][CH2:19][CH2:20][C:21]([O:23][CH3:24])=[O:22]. (2) Given the reactants [CH3:1][N:2]1[CH2:7][CH2:6][N:5]([CH2:8][C:9](=[S:11])[NH2:10])[CH2:4][CH2:3]1.[Cl:12][CH2:13][C:14]([CH2:16]Cl)=O.C(=O)(O)[O-].[Na+].S(Cl)(Cl)=O, predict the reaction product. The product is: [ClH:12].[Cl:12][CH2:13][C:14]1[N:10]=[C:9]([CH2:8][N:5]2[CH2:6][CH2:7][N:2]([CH3:1])[CH2:3][CH2:4]2)[S:11][CH:16]=1. (3) Given the reactants Br[CH:2](C)[CH2:3][CH2:4][CH2:5][CH2:6][CH2:7][CH2:8][CH2:9][C:10]([OH:12])=[O:11].[OH-].[NH4+:15], predict the reaction product. The product is: [NH2:15][CH2:2][CH2:3][CH2:4][CH2:5][CH2:6][CH2:7][CH2:8][CH2:9][C:10]([OH:12])=[O:11]. (4) Given the reactants [Cl:1][C:2]1[C:3]([C:9]2[CH:14]=[CH:13][CH:12]=[C:11]([NH:15][CH2:16][CH:17]3[CH2:22][O:21][C:20]([CH3:24])([CH3:23])[CH2:19][O:18]3)[N:10]=2)=[CH:4][C:5](F)=[N:6][CH:7]=1.[OH-].[NH4+:26], predict the reaction product. The product is: [Cl:1][C:2]1[C:3]([C:9]2[CH:14]=[CH:13][CH:12]=[C:11]([NH:15][CH2:16][CH:17]3[CH2:22][O:21][C:20]([CH3:24])([CH3:23])[CH2:19][O:18]3)[N:10]=2)=[CH:4][C:5]([NH2:26])=[N:6][CH:7]=1. (5) Given the reactants [O:1]=[C:2]1[N:6]2[CH2:7][CH2:8][N:9]([C:11]([NH:13][CH:14]([C:19]3[CH:24]=[CH:23][CH:22]=[CH:21][CH:20]=3)[C:15](OC)=[O:16])=[O:12])[CH2:10][CH:5]2[C:4]([C:31]2[CH:36]=[CH:35][CH:34]=[CH:33][CH:32]=2)([C:25]2[CH:30]=[CH:29][CH:28]=[CH:27][CH:26]=2)[O:3]1.[BH4-].[Li+].O, predict the reaction product. The product is: [OH:16][CH2:15][CH:14]([NH:13][C:11]([N:9]1[CH2:8][CH2:7][N:6]2[C:2](=[O:1])[O:3][C:4]([C:31]3[CH:36]=[CH:35][CH:34]=[CH:33][CH:32]=3)([C:25]3[CH:26]=[CH:27][CH:28]=[CH:29][CH:30]=3)[CH:5]2[CH2:10]1)=[O:12])[C:19]1[CH:24]=[CH:23][CH:22]=[CH:21][CH:20]=1. (6) Given the reactants C(OC([NH:8][C:9]1[CH2:10][C:11]([C:36](=[O:52])[N:37]([CH2:41][CH2:42][CH2:43][O:44][Si](C(C)(C)C)(C)C)[CH2:38][CH2:39][CH3:40])=[CH:12][C:13]2[CH:19]=[CH:18][C:17]([C:20]3[CH:25]=[CH:24][C:23]([CH2:26][C:27]([O:29][CH2:30][CH2:31][CH2:32][N:33]([CH3:35])[CH3:34])=[O:28])=[CH:22][CH:21]=3)=[CH:16][C:14]=2[N:15]=1)=O)(C)(C)C, predict the reaction product. The product is: [NH2:8][C:9]1[CH2:10][C:11]([C:36](=[O:52])[N:37]([CH2:41][CH2:42][CH2:43][OH:44])[CH2:38][CH2:39][CH3:40])=[CH:12][C:13]2[CH:19]=[CH:18][C:17]([C:20]3[CH:25]=[CH:24][C:23]([CH2:26][C:27]([O:29][CH2:30][CH2:31][CH2:32][N:33]([CH3:34])[CH3:35])=[O:28])=[CH:22][CH:21]=3)=[CH:16][C:14]=2[N:15]=1. (7) Given the reactants [CH2:1]([O:8][C:9]([N:11]1[CH2:15][C@H:14]([O:16][C:17]([CH3:20])([CH3:19])[CH3:18])[CH2:13][C@H:12]1[C:21](=[O:30])[NH:22][C:23]1[CH:28]=[CH:27][CH:26]=[CH:25][C:24]=1Br)=[O:10])[C:2]1[CH:7]=[CH:6][CH:5]=[CH:4][CH:3]=1.C([O-])([O-])=O.[Cs+].[Cs+].O, predict the reaction product. The product is: [CH2:1]([O:8][C:9]([N:11]1[CH2:15][C@H:14]([O:16][C:17]([CH3:20])([CH3:19])[CH3:18])[CH2:13][C@H:12]1[C:21]1[O:30][C:24]2[CH:25]=[CH:26][CH:27]=[CH:28][C:23]=2[N:22]=1)=[O:10])[C:2]1[CH:7]=[CH:6][CH:5]=[CH:4][CH:3]=1.